Dataset: Peptide-MHC class II binding affinity with 134,281 pairs from IEDB. Task: Regression. Given a peptide amino acid sequence and an MHC pseudo amino acid sequence, predict their binding affinity value. This is MHC class II binding data. (1) The peptide sequence is SNVTFTVNQTSRLLM. The MHC is HLA-DQA10201-DQB10303 with pseudo-sequence HLA-DQA10201-DQB10303. The binding affinity (normalized) is 0.558. (2) The peptide sequence is VQDAATYAVTTFSNV. The MHC is DRB1_0301 with pseudo-sequence DRB1_0301. The binding affinity (normalized) is 0.0418.